Dataset: Forward reaction prediction with 1.9M reactions from USPTO patents (1976-2016). Task: Predict the product of the given reaction. (1) The product is: [ClH:32].[Cl:29][CH:2]([C:23]1[CH:28]=[CH:27][CH:26]=[CH:25][CH:24]=1)[C:3]1[CH:8]=[CH:7][C:6]([NH:9][C:10]([C@H:12]2[O:16][N:15]=[C:14]([C:17]3[CH:18]=[N:19][CH:20]=[CH:21][CH:22]=3)[CH2:13]2)=[O:11])=[CH:5][CH:4]=1. Given the reactants O[CH:2]([C:23]1[CH:28]=[CH:27][CH:26]=[CH:25][CH:24]=1)[C:3]1[CH:8]=[CH:7][C:6]([NH:9][C:10]([C@H:12]2[O:16][N:15]=[C:14]([C:17]3[CH:18]=[N:19][CH:20]=[CH:21][CH:22]=3)[CH2:13]2)=[O:11])=[CH:5][CH:4]=1.[ClH:29].O=S(Cl)[Cl:32], predict the reaction product. (2) Given the reactants [CH2:1]([N:3]([CH:43]1[CH2:48][CH2:47][O:46][CH2:45][CH2:44]1)[C:4]1[CH:5]=[C:6]([C:24]2[CH:25]=[CH:26][C:27]([N:30]3[CH2:35][CH2:34][N:33](C(OC(C)(C)C)=O)[CH2:32][CH2:31]3)=[N:28][CH:29]=2)[CH:7]=[C:8]([C:11](=[O:23])[NH:12][CH2:13][C:14]2[C:15]([CH3:22])=[N:16][N:17]([CH3:21])[C:18]=2[O:19]C)[C:9]=1[CH3:10])[CH3:2].[Na+].[I-].C[Si](Cl)(C)C.C(=O)(O)[O-].[Na+], predict the reaction product. The product is: [CH3:21][N:17]1[C:18](=[O:19])[C:14]([CH2:13][NH:12][C:11](=[O:23])[C:8]2[CH:7]=[C:6]([C:24]3[CH:29]=[N:28][C:27]([N:30]4[CH2:31][CH2:32][NH:33][CH2:34][CH2:35]4)=[CH:26][CH:25]=3)[CH:5]=[C:4]([N:3]([CH2:1][CH3:2])[CH:43]3[CH2:48][CH2:47][O:46][CH2:45][CH2:44]3)[C:9]=2[CH3:10])=[C:15]([CH3:22])[NH:16]1. (3) Given the reactants [F:1][C:2]1([F:20])[CH2:7][CH2:6][CH:5]([CH2:8]OS(C2C=CC(C)=CC=2)(=O)=O)[CH2:4][CH2:3]1.[N-:21]=[N+:22]=[N-:23].[Na+], predict the reaction product. The product is: [N:21]([CH2:8][CH:5]1[CH2:6][CH2:7][C:2]([F:20])([F:1])[CH2:3][CH2:4]1)=[N+:22]=[N-:23]. (4) The product is: [F:1][C:2]1[CH:7]=[CH:6][CH:5]=[CH:4][C:3]=1[CH2:8][N:9]([CH2:10][CH2:11][OH:12])[C:24](=[O:25])[O:23][C:20]([CH3:22])([CH3:21])[CH3:19]. Given the reactants [F:1][C:2]1[CH:7]=[CH:6][CH:5]=[CH:4][C:3]=1[CH2:8][NH:9][CH2:10][CH2:11][OH:12].C(=O)([O-])[O-].[Na+].[Na+].[CH3:19][C:20]([O:23][C:24](O[C:24]([O:23][C:20]([CH3:22])([CH3:21])[CH3:19])=[O:25])=[O:25])([CH3:22])[CH3:21], predict the reaction product. (5) Given the reactants [C:1]([O:4][C@@H:5]1[C@@H:10]([O:11][C:12](=[O:14])[CH3:13])[C@H:9]([O:15][C:16](=[O:18])[CH3:17])[C@@H:8]([CH2:19][O:20][C:21](=[O:23])[CH3:22])[O:7][C@:6]1([C:26]1[CH:31]=[CH:30][C:29]([Cl:32])=[C:28]([CH2:33][O:34][C:35]2[CH:40]=[CH:39][CH:38]=[CH:37][CH:36]=2)[CH:27]=1)OC)(=[O:3])[CH3:2].C([SiH](CC)CC)C.O.B(F)(F)F.CCOCC, predict the reaction product. The product is: [C:16]([O:15][C@H:9]1[C@H:10]([O:11][C:12](=[O:14])[CH3:13])[C@@H:5]([O:4][C:1](=[O:3])[CH3:2])[C@H:6]([C:26]2[CH:31]=[CH:30][C:29]([Cl:32])=[C:28]([CH2:33][O:34][C:35]3[CH:36]=[CH:37][CH:38]=[CH:39][CH:40]=3)[CH:27]=2)[O:7][C@@H:8]1[CH2:19][O:20][C:21](=[O:23])[CH3:22])(=[O:18])[CH3:17]. (6) Given the reactants C([O:3][P:4]([CH2:9][CH2:10][NH:11][C:12]([C:14]1[C:15]2[CH:16]=[CH:17][CH:18]=[N:19][C:20]=2[C:21]([O:36]C(C2C=CC=CC=2)C2C=CC=CC=2)=[C:22]2[C:26](=[O:27])[N:25]([CH2:28][C:29]3[CH:34]=[CH:33][C:32]([F:35])=[CH:31][CH:30]=3)[CH2:24][C:23]=12)=[O:13])(=[O:8])[O:5]CC)C.C[Si](Br)(C)C, predict the reaction product. The product is: [F:35][C:32]1[CH:31]=[CH:30][C:29]([CH2:28][N:25]2[C:26](=[O:27])[C:22]3[C:23](=[C:14]([C:12]([NH:11][CH2:10][CH2:9][P:4](=[O:3])([OH:5])[OH:8])=[O:13])[C:15]4[CH:16]=[CH:17][CH:18]=[N:19][C:20]=4[C:21]=3[OH:36])[CH2:24]2)=[CH:34][CH:33]=1.